Predict the reactants needed to synthesize the given product. From a dataset of Full USPTO retrosynthesis dataset with 1.9M reactions from patents (1976-2016). (1) Given the product [Br:1][C:2]1[CH:3]=[C:4]([C:8]2[N:9]=[C:10]([CH:13]([NH:20][CH:21]3[CH2:26][CH2:25][CH2:24][CH2:23][CH2:22]3)[CH2:14][CH2:15][CH2:16][CH:17]([CH3:18])[CH3:19])[NH:11][CH:12]=2)[CH:5]=[CH:6][CH:7]=1, predict the reactants needed to synthesize it. The reactants are: [Br:1][C:2]1[CH:3]=[C:4]([C:8]2[N:9]=[C:10]([CH:13]([NH2:20])[CH2:14][CH2:15][CH2:16][CH:17]([CH3:19])[CH3:18])[NH:11][CH:12]=2)[CH:5]=[CH:6][CH:7]=1.[C:21]1(=O)[CH2:26][CH2:25][CH2:24][CH2:23][CH2:22]1. (2) The reactants are: [CH2:1]([NH:8][S:9]([C:12]1[CH:17]=[CH:16][C:15](Br)=[CH:14][CH:13]=1)(=[O:11])=[O:10])[C:2]1[CH:7]=[CH:6][CH:5]=[CH:4][CH:3]=1.C([O-])(=O)C.[K+].[CH3:24][O:25][C:26]1[CH:31]=[CH:30][N:29]=[C:28]([CH2:32][CH2:33][C:34]2[NH:43][C:37]3=[N:38][CH:39]=[C:40](I)[CH:41]=[C:36]3[N:35]=2)[CH:27]=1.C(=O)([O-])[O-].[K+].[K+].[Cl-].[Li+]. Given the product [CH2:1]([NH:8][S:9]([C:12]1[CH:17]=[CH:16][C:15]([C:40]2[CH:41]=[C:36]3[N:35]=[C:34]([CH2:33][CH2:32][C:28]4[CH:27]=[C:26]([O:25][CH3:24])[CH:31]=[CH:30][N:29]=4)[NH:43][C:37]3=[N:38][CH:39]=2)=[CH:14][CH:13]=1)(=[O:11])=[O:10])[C:2]1[CH:7]=[CH:6][CH:5]=[CH:4][CH:3]=1, predict the reactants needed to synthesize it. (3) Given the product [N:31]([C:27]1[CH:26]=[C:25]([C:21]2[CH:22]=[CH:23][CH:24]=[C:19]([O:18][CH3:17])[CH:20]=2)[N:30]=[CH:29][N:28]=1)=[C:1]=[S:2], predict the reactants needed to synthesize it. The reactants are: [C:1](N1C=CC=CC1=O)(N1C=CC=CC1=O)=[S:2].[CH3:17][O:18][C:19]1[CH:20]=[C:21]([C:25]2[N:30]=[CH:29][N:28]=[C:27]([NH2:31])[CH:26]=2)[CH:22]=[CH:23][CH:24]=1.